From a dataset of Retrosynthesis with 50K atom-mapped reactions and 10 reaction types from USPTO. Predict the reactants needed to synthesize the given product. (1) Given the product CNc1ccc(C#N)cc1, predict the reactants needed to synthesize it. The reactants are: CI.N#Cc1ccc(N)cc1. (2) Given the product O=Cc1c(Br)nc(C2OCCO2)n1Cc1cc2c(cc1Cl)OCO2, predict the reactants needed to synthesize it. The reactants are: CN(C)C=O.Clc1cc2c(cc1Cn1c(C3OCCO3)nc(Br)c1Br)OCO2. (3) Given the product NCCCOc1cc(Cl)c(C(=O)Nc2ccc(C[C@H](NC(=O)c3ccc(C(=O)NCc4cccc(O)c4)cc3Cl)C(=O)O)cc2)c(Cl)c1, predict the reactants needed to synthesize it. The reactants are: COC(=O)[C@H](Cc1ccc(NC(=O)c2c(Cl)cc(OCCCN)cc2Cl)cc1)NC(=O)c1ccc(C(=O)NCc2cccc(O)c2)cc1Cl. (4) Given the product O=C(NCc1ccccn1)C(=O)C(Cc1ccccc1)NC(=O)[C@H]1CCC(=O)N1Cc1ccccc1, predict the reactants needed to synthesize it. The reactants are: O=C(NCc1ccccn1)C(O)C(Cc1ccccc1)NC(=O)[C@H]1CCC(=O)N1Cc1ccccc1. (5) Given the product O=C(Nc1ccc(O)cc1)c1ccc(Cl)c(Cl)c1, predict the reactants needed to synthesize it. The reactants are: Nc1ccc(O)cc1.O=C(Cl)c1ccc(Cl)c(Cl)c1. (6) Given the product Cc1ccccc1OC1CCN(C(=O)c2cccc(C3CCN(C)CC3)n2)CC1, predict the reactants needed to synthesize it. The reactants are: CN1CCC(c2cccc(C(=O)O)n2)CC1.Cc1ccccc1OC1CCNCC1. (7) Given the product Cc1ccc(-c2nn(NC(=O)C[C@@H]3C[C@@H]4C=C[C@H]3C4)c(=O)c3ccccc23)c(C)c1, predict the reactants needed to synthesize it. The reactants are: Cc1ccc(-c2nn(N)c(=O)c3ccccc23)c(C)c1.O=C(O)C[C@@H]1C[C@@H]2C=C[C@H]1C2. (8) The reactants are: N#Cc1ccc(Oc2ccc(CBr)cn2)cc1.O=C1N(C2CCOCC2)C[C@@H](c2ccccc2)N1C1CCNCC1. Given the product N#Cc1ccc(Oc2ccc(CN3CCC(N4C(=O)N(C5CCOCC5)C[C@H]4c4ccccc4)CC3)cn2)cc1, predict the reactants needed to synthesize it. (9) Given the product CCOC(=O)[C@@H](OC(C)(C)C)c1c(C)cc2nc(C)ccc2c1Br, predict the reactants needed to synthesize it. The reactants are: CCI.Cc1ccc2c(Br)c([C@H](OC(C)(C)C)C(=O)O)c(C)cc2n1.